From a dataset of Forward reaction prediction with 1.9M reactions from USPTO patents (1976-2016). Predict the product of the given reaction. Given the reactants [C:1]([NH:4][C@:5]1([C:29](=[O:35])[NH:30][C:31]([CH3:34])([CH3:33])[CH3:32])[C@@H:9]([CH2:10][CH2:11][CH2:12][B:13]2[O:17][C:16]([CH3:19])([CH3:18])[C:15]([CH3:21])([CH3:20])[O:14]2)[CH2:8][N:7](C(OC(C)(C)C)=O)[CH2:6]1)(=[O:3])[CH3:2].[ClH:36].O1CCOCC1, predict the reaction product. The product is: [ClH:36].[C:1]([NH:4][C@:5]1([C:29]([NH:30][C:31]([CH3:34])([CH3:33])[CH3:32])=[O:35])[C@@H:9]([CH2:10][CH2:11][CH2:12][B:13]2[O:17][C:16]([CH3:18])([CH3:19])[C:15]([CH3:20])([CH3:21])[O:14]2)[CH2:8][NH:7][CH2:6]1)(=[O:3])[CH3:2].